Regression. Given a target protein amino acid sequence and a drug SMILES string, predict the binding affinity score between them. We predict pIC50 (pIC50 = -log10(IC50 in M); higher means more potent). Dataset: bindingdb_ic50. From a dataset of Drug-target binding data from BindingDB using IC50 measurements. The target protein sequence is ANPCCSNPCQNRGECMSTGFDQYKCDCTRTGFYGENCTTPEFLTRIKLLLKPTPNTVHYILTHFKGVWNIVNNIPFLRSLIMKYVLTSRSYLIDSPPTYNVHYGYKSWEAFSNLSYYTRALPPVADDCPTPMGVKGNKELPDSKEVLEKVLLRREFIPDPQGSNMMFAFFAQHFTHQFFKTDHKRGPGFTRGLGHGVDLNHIYGETLDRQHKLRLFKDGKLKYQVIGGEVYPPTVKDTQVEMIYPPHIPENLQFAVGQEVFGLVPGLMMYATIWLREHNRVCDILKQEHPEWGDEQLFQTSRLILIGETIKIVIEDYLQHLSGYHFKLKFDPELLFNQQFQYQNRIASEFNTLYHWHPLLPDTFNIEDQEYSFKQFLYNNSILLEHGLTQFVESFTRQIAGRVAGGRNVPIAVQAVAKASIDQSREMKYQSLNEYRKRFSLKPYTSFEELTGEKEMAAELKALYSDIDVMELYPALLVEKPRPDAIFGETMVELGAPFSL.... The pIC50 is 5.4. The small molecule is COc1ccc2c(c1)c(CC(=O)NCCCCNC(=O)CCC(=O)O[C@@H]1c3cc4c(cc3[C@H](c3cc(OC)c(OC)c(OC)c3)[C@@H]3C(=O)OC[C@@H]13)OCO4)c(C)n2C(=O)c1ccc(Cl)cc1.